Dataset: Forward reaction prediction with 1.9M reactions from USPTO patents (1976-2016). Task: Predict the product of the given reaction. (1) The product is: [Br:1][C:2]1[C:3]([F:12])=[CH:4][C:5]([F:11])=[C:6]([C:8](=[N:19][S@@:17]([C:14]([CH3:16])([CH3:15])[CH3:13])=[O:18])[CH3:9])[CH:7]=1. Given the reactants [Br:1][C:2]1[C:3]([F:12])=[CH:4][C:5]([F:11])=[C:6]([C:8](=O)[CH3:9])[CH:7]=1.[CH3:13][C:14]([S@:17]([NH2:19])=[O:18])([CH3:16])[CH3:15].O, predict the reaction product. (2) Given the reactants C(O[C:9]1[C:14]([O:15][CH3:16])=[CH:13][CH:12]=[CH:11][C:10]=1[CH2:17][CH:18]([OH:28])[CH2:19][O:20][Si:21]([C:24]([CH3:27])([CH3:26])[CH3:25])([CH3:23])[CH3:22])C1C=CC=CC=1.CC1C=CC(S(OCC(O)CC2C=CC(OC)=CC=2O)(=O)=O)=CC=1.[Si](OCC(O)CC1C=CC=C(OC)C=1O)(C(C)(C)C)(C)C.C1(O)C=CC=CC=1.C1(P(C2C=CC=CC=2)C2C=CC=CC=2)C=CC=CC=1.CCOC(/N=N/C(OCC)=O)=O.CC1C=CC(S(OCC2CC3C=CC(OC)=CC=3O2)(=O)=O)=CC=1, predict the reaction product. The product is: [C:24]([Si:21]([O:20][CH2:19][CH:18]1[CH2:17][C:10]2[CH:11]=[CH:12][CH:13]=[C:14]([O:15][CH3:16])[C:9]=2[O:28]1)([CH3:22])[CH3:23])([CH3:25])([CH3:26])[CH3:27].